From a dataset of Catalyst prediction with 721,799 reactions and 888 catalyst types from USPTO. Predict which catalyst facilitates the given reaction. (1) Reactant: [Br:1][C:2]1[CH:3]=[C:4]2[C:9]([NH:10][C@@H:11]3[CH2:16][CH2:15][NH:14][CH2:13][C@H:12]3[CH2:17][CH3:18])=[C:8]([C:19]([NH2:21])=[O:20])[CH:7]=[N:6][N:5]2[CH:22]=1.CCN(C(C)C)C(C)C.[CH3:32][S:33](Cl)(=[O:35])=[O:34]. Product: [Br:1][C:2]1[CH:3]=[C:4]2[C:9]([NH:10][C@@H:11]3[CH2:16][CH2:15][N:14]([S:33]([CH3:32])(=[O:35])=[O:34])[CH2:13][C@H:12]3[CH2:17][CH3:18])=[C:8]([C:19]([NH2:21])=[O:20])[CH:7]=[N:6][N:5]2[CH:22]=1. The catalyst class is: 3. (2) Reactant: Br[C:2]1[C:10]2[C:5](=[CH:6][CH:7]=[C:8]([C:11]([F:14])([F:13])[F:12])[CH:9]=2)[NH:4][C:3]=1[C:15]([O:17][CH2:18][CH3:19])=[O:16].[CH3:20][O:21][C:22]1[N:27]=[CH:26][C:25](B(O)O)=[CH:24][CH:23]=1.CN(C=O)C. Product: [CH3:20][O:21][C:22]1[N:27]=[CH:26][C:25]([C:2]2[C:10]3[C:5](=[CH:6][CH:7]=[C:8]([C:11]([F:14])([F:13])[F:12])[CH:9]=3)[NH:4][C:3]=2[C:15]([O:17][CH2:18][CH3:19])=[O:16])=[CH:24][CH:23]=1. The catalyst class is: 103. (3) The catalyst class is: 52. Reactant: [O:1]=[C:2]1[C:10]2[C:9]([NH:11][C:12]3[CH:13]=[C:14]([CH3:18])[CH:15]=[CH:16][CH:17]=3)=[N:8][C:7]([N:19]3[CH2:24][CH2:23][CH2:22][CH2:21][CH:20]3[CH2:25][NH:26]C(=O)OC(C)(C)C)=[N:6][C:5]=2[CH2:4][NH:3]1.Cl. Product: [NH2:26][CH2:25][CH:20]1[CH2:21][CH2:22][CH2:23][CH2:24][N:19]1[C:7]1[N:8]=[C:9]([NH:11][C:12]2[CH:13]=[C:14]([CH3:18])[CH:15]=[CH:16][CH:17]=2)[C:10]2[C:2](=[O:1])[NH:3][CH2:4][C:5]=2[N:6]=1. (4) Reactant: [C:1]([O:5][C:6](=[O:25])[CH2:7][CH:8]([N+:22]([O-])=O)[CH:9]([OH:21])[CH2:10][O:11][CH2:12][C:13]1[C:18]([Cl:19])=[CH:17][CH:16]=[CH:15][C:14]=1[Cl:20])([CH3:4])([CH3:3])[CH3:2]. Product: [C:1]([O:5][C:6](=[O:25])[CH2:7][CH:8]([NH2:22])[CH:9]([OH:21])[CH2:10][O:11][CH2:12][C:13]1[C:18]([Cl:19])=[CH:17][CH:16]=[CH:15][C:14]=1[Cl:20])([CH3:4])([CH3:2])[CH3:3]. The catalyst class is: 227. (5) The catalyst class is: 121. Product: [CH3:1][C:2]1[C:10]2[O:9][C:8]([C:11]3[CH:33]=[CH:32][C:14]([O:15][C:16]4[CH:21]=[CH:20][N:19]=[C:18]5[NH:22][N:23]=[C:24]([NH:25][C@@H:26]6[CH2:31][CH2:30][CH2:29][N:28]([C:42]([CH:39]7[CH2:40][CH2:41][N:36]([CH3:35])[CH2:37][CH2:38]7)=[O:43])[CH2:27]6)[C:17]=45)=[CH:13][CH:12]=3)=[N:7][C:6]=2[CH:5]=[CH:4][CH:3]=1. Reactant: [CH3:1][C:2]1[C:10]2[O:9][C:8]([C:11]3[CH:33]=[CH:32][C:14]([O:15][C:16]4[CH:21]=[CH:20][N:19]=[C:18]5[NH:22][N:23]=[C:24]([NH:25][C@@H:26]6[CH2:31][CH2:30][CH2:29][NH:28][CH2:27]6)[C:17]=45)=[CH:13][CH:12]=3)=[N:7][C:6]=2[CH:5]=[CH:4][CH:3]=1.Cl.[CH3:35][N:36]1[CH2:41][CH2:40][CH:39]([C:42](O)=[O:43])[CH2:38][CH2:37]1.C1C=CC2N(O)N=NC=2C=1.CCN=C=NCCCN(C)C.Cl.